Dataset: Forward reaction prediction with 1.9M reactions from USPTO patents (1976-2016). Task: Predict the product of the given reaction. Given the reactants ClC1C=CC=CC=1C1C(O)=CC=CC=1Cl.[Cl:16][C:17]1[CH:22]=[CH:21][CH:20]=[CH:19][C:18]=1[C:23]1[C:28]([O:29]C)=[CH:27][CH:26]=[CH:25][C:24]=1[F:31], predict the reaction product. The product is: [Cl:16][C:17]1[CH:22]=[CH:21][CH:20]=[CH:19][C:18]=1[C:23]1[C:28]([OH:29])=[CH:27][CH:26]=[CH:25][C:24]=1[F:31].